This data is from Catalyst prediction with 721,799 reactions and 888 catalyst types from USPTO. The task is: Predict which catalyst facilitates the given reaction. (1) Reactant: [Br:1][C:2]1[CH:7]=[CH:6][C:5]([OH:8])=[C:4]([Cl:9])[CH:3]=1.C([O-])([O-])=O.[Cs+].[Cs+].P(OC1C=CC=CC=1)(OC1C=CC=CC=1)(O[CH2:19][CH2:20][C:21]([CH3:23])=[CH2:22])=O. Product: [Br:1][C:2]1[CH:7]=[CH:6][C:5]([O:8][CH2:19][CH2:20][C:21]([CH3:23])=[CH2:22])=[C:4]([Cl:9])[CH:3]=1. The catalyst class is: 18. (2) Reactant: C[O:2][C:3](=[O:25])[CH:4]([NH:17][C:18]([O:20][C:21]([CH3:24])([CH3:23])[CH3:22])=[O:19])[CH2:5][C:6]1[C:11]([CH3:12])=[CH:10][C:9]([C:13](=[O:15])[NH2:14])=[CH:8][C:7]=1[CH3:16].CS(C)=O.OO.C(=O)([O-])[O-].[K+].[K+]. Product: [C:21]([O:20][C:18]([NH:17][CH:4]([CH2:5][C:6]1[C:11]([CH3:12])=[CH:10][C:9]([C:13](=[O:15])[NH2:14])=[CH:8][C:7]=1[CH3:16])[C:3]([OH:25])=[O:2])=[O:19])([CH3:24])([CH3:23])[CH3:22]. The catalyst class is: 6. (3) Reactant: [Br:1][C:2]1[CH:3]=[C:4]([CH2:9][C@H:10]([NH:22][C:23](=[O:29])[O:24][C:25]([CH3:28])([CH3:27])[CH3:26])[C:11]2[NH:12][C:13]([C:16]3[CH:21]=[CH:20][CH:19]=[CH:18][CH:17]=3)=[CH:14][N:15]=2)[CH:5]=[CH:6][C:7]=1[I:8].[CH3:30][Si:31]([CH3:38])([CH3:37])[CH2:32][CH2:33][O:34][CH2:35]Cl.C(N(CC)C(C)C)(C)C.C(Cl)Cl. Product: [Br:1][C:2]1[CH:3]=[C:4]([CH2:9][C@H:10]([NH:22][C:23](=[O:29])[O:24][C:25]([CH3:26])([CH3:28])[CH3:27])[C:11]2[N:12]([CH2:35][O:34][CH2:33][CH2:32][Si:31]([CH3:38])([CH3:37])[CH3:30])[C:13]([C:16]3[CH:21]=[CH:20][CH:19]=[CH:18][CH:17]=3)=[CH:14][N:15]=2)[CH:5]=[CH:6][C:7]=1[I:8]. The catalyst class is: 6. (4) Reactant: [OH:1]/[N:2]=[CH:3]/[C:4]1[CH:5]=[C:6]2[C:11](=[CH:12][CH:13]=1)[N:10]=[CH:9][CH:8]=[CH:7]2.ClN1C(=O)CCC1=O.[Cl:22][C:23]1[CH:28]=[C:27]([C:29]([C:31]([F:34])([F:33])[F:32])=[CH2:30])[CH:26]=[C:25]([Cl:35])[CH:24]=1.[K]. Product: [Cl:22][C:23]1[CH:28]=[C:27]([C:29]2([C:31]([F:34])([F:32])[F:33])[O:1][N:2]=[C:3]([C:4]3[CH:5]=[C:6]4[C:11](=[CH:12][CH:13]=3)[N:10]=[CH:9][CH:8]=[CH:7]4)[CH2:30]2)[CH:26]=[C:25]([Cl:35])[CH:24]=1. The catalyst class is: 288. (5) Reactant: [CH3:1][NH2:2].[C:3]1([C:22]2[CH:27]=[CH:26][CH:25]=[CH:24][CH:23]=2)[CH:8]=[CH:7][CH:6]=[CH:5][C:4]=1[CH2:9][C:10]1[NH:11][C:12](=[O:21])[C:13]([OH:20])=[C:14]([C:16](OC)=[O:17])[N:15]=1. Product: [CH3:1][NH:2][C:16]([C:14]1[N:15]=[C:10]([CH2:9][C:4]2[CH:5]=[CH:6][CH:7]=[CH:8][C:3]=2[C:22]2[CH:27]=[CH:26][CH:25]=[CH:24][CH:23]=2)[NH:11][C:12](=[O:21])[C:13]=1[OH:20])=[O:17]. The catalyst class is: 1.